From a dataset of Full USPTO retrosynthesis dataset with 1.9M reactions from patents (1976-2016). Predict the reactants needed to synthesize the given product. (1) Given the product [Cl:14][C:15]1[CH:16]=[CH:17][C:18]([C:21]2[CH:22]=[CH:23][C:24]([C:27]#[C:28][C:2]3[CH:3]=[C:4]4[C:9](=[CH:10][CH:11]=3)[CH:8]=[C:7]([CH2:12][OH:13])[CH:6]=[CH:5]4)=[N:25][CH:26]=2)=[CH:19][CH:20]=1, predict the reactants needed to synthesize it. The reactants are: I[C:2]1[CH:3]=[C:4]2[C:9](=[CH:10][CH:11]=1)[CH:8]=[C:7]([CH2:12][OH:13])[CH:6]=[CH:5]2.[Cl:14][C:15]1[CH:20]=[CH:19][C:18]([C:21]2[CH:22]=[CH:23][C:24]([C:27]#[CH:28])=[N:25][CH:26]=2)=[CH:17][CH:16]=1. (2) Given the product [O:1]=[C:2]1[NH:6][C:5]2[S:7][C:8]([C:10]([NH2:12])=[O:11])=[CH:9][C:4]=2/[C:3]/1=[CH:18]/[C:14]1[NH:13][CH:17]=[CH:16][CH:15]=1, predict the reactants needed to synthesize it. The reactants are: [O:1]=[C:2]1[NH:6][C:5]2[S:7][C:8]([C:10]([NH2:12])=[O:11])=[CH:9][C:4]=2[CH2:3]1.[NH:13]1[CH:17]=[CH:16][CH:15]=[C:14]1[CH:18]=O. (3) Given the product [CH2:7]([C:10]1[C:14]([CH2:15][OH:16])=[CH:13][N:12]([CH2:20][C:21]2[CH:26]=[CH:25][C:24]([C:27]([F:29])([F:30])[F:28])=[CH:23][CH:22]=2)[N:11]=1)[CH2:8][CH3:9], predict the reactants needed to synthesize it. The reactants are: [H-].[Al+3].[Li+].[H-].[H-].[H-].[CH2:7]([C:10]1[C:14]([C:15](OCC)=[O:16])=[CH:13][N:12]([CH2:20][C:21]2[CH:26]=[CH:25][C:24]([C:27]([F:30])([F:29])[F:28])=[CH:23][CH:22]=2)[N:11]=1)[CH2:8][CH3:9].C(C1N(CC2C=CC(C(F)(F)F)=CC=2)N=CC=1C(OCC)=O)CC. (4) Given the product [CH3:1][O:2][C:3]1[CH:4]=[C:5]([S:9][CH2:21][CH:16]([C:10]2[CH:11]=[CH:12][CH:13]=[CH:14][CH:15]=2)[CH2:17][C:22]([O:23][CH2:28][CH3:29])=[O:25])[CH:6]=[CH:7][CH:8]=1, predict the reactants needed to synthesize it. The reactants are: [CH3:1][O:2][C:3]1[CH:4]=[C:5]([SH:9])[CH:6]=[CH:7][CH:8]=1.[C:10]1([CH:16]2[CH2:21]CO[C:17]2=O)[CH:15]=[CH:14][CH:13]=[CH:12][CH:11]=1.[C:22](=[O:25])([O-])[O-:23].[K+].[K+].[C:28](O)(=O)[CH2:29]C(CC(O)=O)(C(O)=O)O. (5) Given the product [Cl:22][C:5]1[C:6]([O:7][C:8]2[CH:20]=[CH:19][CH:18]=[CH:17][C:9]=2[O:10][CH2:11][C:12]([O:14][CH2:15][CH3:16])=[O:13])=[CH:21][C:2]([N:1]=[C:25]=[O:26])=[C:3]([F:23])[CH:4]=1, predict the reactants needed to synthesize it. The reactants are: [NH2:1][C:2]1[C:3]([F:23])=[CH:4][C:5]([Cl:22])=[C:6]([CH:21]=1)[O:7][C:8]1[CH:20]=[CH:19][CH:18]=[CH:17][C:9]=1[O:10][CH2:11][C:12]([O:14][CH2:15][CH3:16])=[O:13].Cl[C:25](OC(Cl)(Cl)Cl)=[O:26]. (6) The reactants are: [NH2:1][C:2]1[CH:7]=[CH:6][C:5]([CH:8]2[C:17]3[C:12](=[CH:13][CH:14]=[C:15]([Cl:18])[CH:16]=3)[C:11]([NH:19][CH3:20])=[N:10][CH2:9]2)=[CH:4][CH:3]=1.Cl. Given the product [ClH:18].[NH2:1][C:2]1[CH:3]=[CH:4][C:5]([CH:8]2[C:17]3[C:12](=[CH:13][CH:14]=[C:15]([Cl:18])[CH:16]=3)[C:11]([NH:19][CH3:20])=[N:10][CH2:9]2)=[CH:6][CH:7]=1, predict the reactants needed to synthesize it. (7) Given the product [CH3:27][O:29][C:30](=[O:40])[CH2:31][C@H:32]([NH:39][C:3]([C:5]1[N:6]=[C:7]([C:23]#[N:24])[C:8]2[C:13]([C:14]=1[OH:15])=[CH:12][CH:11]=[C:10]([O:16][C:17]1[CH:18]=[CH:19][CH:20]=[CH:21][CH:22]=1)[CH:9]=2)=[O:4])[C:33]1[CH:34]=[N:35][CH:36]=[CH:37][CH:38]=1, predict the reactants needed to synthesize it. The reactants are: CO[C:3]([C:5]1[N:6]=[C:7]([C:23]#[N:24])[C:8]2[C:13]([C:14]=1[OH:15])=[CH:12][CH:11]=[C:10]([O:16][C:17]1[CH:22]=[CH:21][CH:20]=[CH:19][CH:18]=1)[CH:9]=2)=[O:4].Cl.Cl.[CH2:27]([O:29][C:30](=[O:40])[CH2:31][C@H:32]([NH2:39])[C:33]1[CH:34]=[N:35][CH:36]=[CH:37][CH:38]=1)C.C[O-].[Na+].CO.